Dataset: Forward reaction prediction with 1.9M reactions from USPTO patents (1976-2016). Task: Predict the product of the given reaction. (1) Given the reactants [N+:1]([C:4]1[CH:9]=[CH:8][C:7]([NH:10][CH:11]2[CH2:16][CH2:15][CH:14]([O:17][CH2:18][C:19]([O:21]C(C)(C)C)=[O:20])[CH2:13][CH2:12]2)=[CH:6][C:5]=1[C:26]([F:29])([F:28])[F:27])([O-:3])=[O:2].FC(F)(F)C(O)=O, predict the reaction product. The product is: [N+:1]([C:4]1[CH:9]=[CH:8][C:7]([NH:10][CH:11]2[CH2:16][CH2:15][CH:14]([O:17][CH2:18][C:19]([OH:21])=[O:20])[CH2:13][CH2:12]2)=[CH:6][C:5]=1[C:26]([F:27])([F:28])[F:29])([O-:3])=[O:2]. (2) The product is: [F:47][C:48]1[CH:49]=[C:50]([NH:56][C:2]2[C:7]([C:8]3[N:13]=[C:12]([CH3:14])[N:11]=[C:10]([N:15]([CH2:16][C:17]4[CH:22]=[CH:21][C:20]([O:23][CH3:24])=[CH:19][CH:18]=4)[CH2:25][C:26]4[CH:27]=[CH:28][C:29]([O:32][CH3:33])=[CH:30][CH:31]=4)[CH:9]=3)=[CH:6][C:5]([C@H:34]([N:36]3[CH2:41][CH2:40][N:39]([S:42]([CH3:45])(=[O:44])=[O:43])[CH2:38][C@@H:37]3[CH3:46])[CH3:35])=[CH:4][N:3]=2)[CH:51]=[N:52][C:53]=1[O:54][CH3:55]. Given the reactants F[C:2]1[C:7]([C:8]2[N:13]=[C:12]([CH3:14])[N:11]=[C:10]([N:15]([CH2:25][C:26]3[CH:31]=[CH:30][C:29]([O:32][CH3:33])=[CH:28][CH:27]=3)[CH2:16][C:17]3[CH:22]=[CH:21][C:20]([O:23][CH3:24])=[CH:19][CH:18]=3)[CH:9]=2)=[CH:6][C:5]([C@H:34]([N:36]2[CH2:41][CH2:40][N:39]([S:42]([CH3:45])(=[O:44])=[O:43])[CH2:38][C@@H:37]2[CH3:46])[CH3:35])=[CH:4][N:3]=1.[F:47][C:48]1[CH:49]=[C:50]([NH2:56])[CH:51]=[N:52][C:53]=1[O:54][CH3:55].C[Si]([N-][Si](C)(C)C)(C)C.[Li+].[NH4+].[Cl-], predict the reaction product. (3) Given the reactants Cl[CH2:2][C:3]1[CH:22]=[CH:21][CH:20]=[CH:19][C:4]=1[O:5][CH2:6][C:7]1[N:8]=[C:9]([C:13]2[CH:18]=[CH:17][CH:16]=[CH:15][CH:14]=2)[O:10][C:11]=1[CH3:12].[OH:23][C:24]1[CH:29]=[CH:28][C:27]([CH2:30][C:31]([O:33]C)=[O:32])=[CH:26][CH:25]=1.C(=O)([O-])[O-].[K+].[K+].CN(C)C=O, predict the reaction product. The product is: [CH3:12][C:11]1[O:10][C:9]([C:13]2[CH:18]=[CH:17][CH:16]=[CH:15][CH:14]=2)=[N:8][C:7]=1[CH2:6][O:5][C:4]1[CH:19]=[CH:20][CH:21]=[CH:22][C:3]=1[CH2:2][O:23][C:24]1[CH:25]=[CH:26][C:27]([CH2:30][C:31]([OH:33])=[O:32])=[CH:28][CH:29]=1. (4) Given the reactants [F:1][C:2]([F:45])([F:44])[C:3]1[CH:4]=[C:5]([CH:37]=[C:38]([C:40]([F:43])([F:42])[F:41])[CH:39]=1)[CH2:6][N:7]([C:30]1[N:35]=[CH:34][C:33](Br)=[CH:32][N:31]=1)[CH2:8][C:9]1[CH:14]=[C:13]([C:15]([F:18])([F:17])[F:16])[CH:12]=[CH:11][C:10]=1[C:19]1[CH:24]=[C:23]([CH:25]([CH3:27])[CH3:26])[CH:22]=[CH:21][C:20]=1[O:28][CH3:29].[CH2:46]([OH:48])C.C(N([CH2:54][CH3:55])CC)C.[OH2:56], predict the reaction product. The product is: [F:1][C:2]([F:45])([F:44])[C:3]1[CH:4]=[C:5]([CH:37]=[C:38]([C:40]([F:43])([F:42])[F:41])[CH:39]=1)[CH2:6][N:7]([CH2:8][C:9]1[CH:14]=[C:13]([C:15]([F:18])([F:17])[F:16])[CH:12]=[CH:11][C:10]=1[C:19]1[CH:24]=[C:23]([CH:25]([CH3:27])[CH3:26])[CH:22]=[CH:21][C:20]=1[O:28][CH3:29])[C:30]1[N:35]=[CH:34][C:33]([C:46]([O:48][CH2:54][CH3:55])=[O:56])=[CH:32][N:31]=1. (5) Given the reactants [Cl-].[NH4+].C[NH:4][C:5]1[CH:10]=[CH:9][C:8]([O:11][CH2:12][C:13]2[CH:18]=[CH:17][N:16]=[CH:15][CH:14]=2)=[CH:7][C:6]=1[N+:19]([O-:21])=[O:20].C(OCC)(=O)C.ClCCl, predict the reaction product. The product is: [N+:19]([C:6]1[CH:7]=[C:8]([O:11][CH2:12][C:13]2[CH:18]=[CH:17][N:16]=[CH:15][CH:14]=2)[CH:9]=[CH:10][C:5]=1[NH2:4])([O-:21])=[O:20].[N:16]1[CH:17]=[CH:18][C:13]([CH2:12][O:11][C:8]2[CH:7]=[C:6]([NH2:19])[C:5]([NH2:4])=[CH:10][CH:9]=2)=[CH:14][CH:15]=1. (6) Given the reactants [CH3:1][O:2][C:3](=[O:23])[CH2:4][C:5]1[CH:10]=[CH:9][C:8]([O:11][CH3:12])=[C:7]([O:13][C:14]2[CH:19]=[CH:18][C:17]([Br:20])=[CH:16][C:15]=2[CH2:21]Br)[CH:6]=1.[CH3:24][C@H:25]1[C@@H:29]([C:30]2[CH:35]=[CH:34][CH:33]=[CH:32][CH:31]=2)[O:28][C:27](=[O:36])[NH:26]1, predict the reaction product. The product is: [CH3:1][O:2][C:3](=[O:23])[CH2:4][C:5]1[CH:10]=[CH:9][C:8]([O:11][CH3:12])=[C:7]([O:13][C:14]2[CH:19]=[CH:18][C:17]([Br:20])=[CH:16][C:15]=2[CH2:21][N:26]2[C@@H:25]([CH3:24])[C@@H:29]([C:30]3[CH:35]=[CH:34][CH:33]=[CH:32][CH:31]=3)[O:28][C:27]2=[O:36])[CH:6]=1. (7) Given the reactants [H-].[H-].[H-].[H-].[Li+].[Al+3].C([O:9][C:10](=O)/[CH:11]=[CH:12]/[C:13]1[CH:22]=[CH:21][C:20]2[C:15](=[CH:16][CH:17]=[CH:18][CH:19]=2)[N:14]=1)C.O, predict the reaction product. The product is: [N:14]1[C:15]2[C:20](=[CH:19][CH:18]=[CH:17][CH:16]=2)[CH:21]=[CH:22][C:13]=1[CH2:12][CH2:11][CH2:10][OH:9].